This data is from Forward reaction prediction with 1.9M reactions from USPTO patents (1976-2016). The task is: Predict the product of the given reaction. (1) Given the reactants [N+:1]([C:4]1[CH:9]=[CH:8][CH:7]=[CH:6][C:5]=1[S:10]([NH:13][CH:14]1[C:23]2[N:22]=[CH:21][CH:20]=[CH:19][C:18]=2[CH2:17][CH2:16][CH2:15]1)(=[O:12])=[O:11])([O-:3])=[O:2].[C:24]([O-:27])([O-])=O.[K+].[K+].[CH3:30][C:31]#[N:32], predict the reaction product. The product is: [N+:1]([C:4]1[CH:9]=[CH:8][CH:7]=[CH:6][C:5]=1[S:10]([N:13]([CH2:19][C:18]1[CH:23]=[CH:14][C:15]([C:24]([NH:32][C:31]2[CH:30]=[CH:6][CH:5]=[CH:4][N:1]=2)=[O:27])=[CH:16][CH:17]=1)[CH:14]1[C:23]2[N:22]=[CH:21][CH:20]=[CH:19][C:18]=2[CH2:17][CH2:16][CH2:15]1)(=[O:11])=[O:12])([O-:3])=[O:2]. (2) Given the reactants [CH2:1]([O:8][CH2:9][CH2:10][OH:11])[C:2]1[CH:7]=[CH:6][CH:5]=[CH:4][CH:3]=1.[H-].[Na+].Cl[C:15]1[N:16]=[CH:17][C:18]([C:21]([O:23]C)=[O:22])=[N:19][CH:20]=1.Cl.[OH-].[Na+], predict the reaction product. The product is: [CH2:1]([O:8][CH2:9][CH2:10][O:11][C:15]1[N:16]=[CH:17][C:18]([C:21]([OH:23])=[O:22])=[N:19][CH:20]=1)[C:2]1[CH:7]=[CH:6][CH:5]=[CH:4][CH:3]=1. (3) Given the reactants O.C([O:5][CH2:6][C@:7]1([CH3:19])[O:12][C:11]2=[N:13][C:14]([N+:16]([O-:18])=[O:17])=[CH:15][N:10]2[CH2:9][CH2:8]1)(=O)C.C([O-])([O-])=O.[K+].[K+].Cl, predict the reaction product. The product is: [CH3:19][C@@:7]1([CH2:6][OH:5])[O:12][C:11]2=[N:13][C:14]([N+:16]([O-:18])=[O:17])=[CH:15][N:10]2[CH2:9][CH2:8]1. (4) Given the reactants Br[C:2]1[CH:3]=[C:4]([O:13][CH2:14][C:15]2[CH:20]=[CH:19][C:18]([O:21][CH3:22])=[CH:17][CH:16]=2)[C:5]2[N:6]([C:8]([CH3:12])=[C:9]([CH3:11])[N:10]=2)[CH:7]=1.[NH:23]1[CH:28]=[CH:27][CH:26]=[CH:25][C:24]1=[O:29].C(=O)([O-])[O-].[K+].[K+], predict the reaction product. The product is: [NH3:6].[CH3:11][C:9]1[N:10]=[C:5]2[C:4]([O:13][CH2:14][C:15]3[CH:20]=[CH:19][C:18]([O:21][CH3:22])=[CH:17][CH:16]=3)=[CH:3][C:2]([N:23]3[CH:28]=[CH:27][CH:26]=[CH:25][C:24]3=[O:29])=[CH:7][N:6]2[C:8]=1[CH3:12].